From a dataset of Full USPTO retrosynthesis dataset with 1.9M reactions from patents (1976-2016). Predict the reactants needed to synthesize the given product. (1) Given the product [CH3:28][C:21]1[N:22]=[CH:23][C:24]2[C:19]([CH:20]=1)=[C:18]([NH:15][C:16]([NH:12][CH2:11][C:10]1[CH:13]=[CH:14][C:7]([N:1]3[CH2:2][CH2:3][CH2:4][CH2:5][CH2:6]3)=[CH:8][CH:9]=1)=[O:17])[CH:27]=[CH:26][CH:25]=2, predict the reactants needed to synthesize it. The reactants are: [N:1]1([C:7]2[CH:14]=[CH:13][C:10]([CH2:11][NH2:12])=[CH:9][CH:8]=2)[CH2:6][CH2:5][CH2:4][CH2:3][CH2:2]1.[N:15]([C:18]1[CH:27]=[CH:26][CH:25]=[C:24]2[C:19]=1[CH:20]=[C:21]([CH3:28])[N:22]=[CH:23]2)=[C:16]=[O:17].N(C1C=CC=C2C=1C=CN=C2)=C=O. (2) Given the product [CH3:35][O:8][CH2:6][N:22]1[C:21](=[O:28])[C:20]([C:14]2[CH:19]=[CH:18][CH:17]=[CH:16][CH:15]=2)([C:29]2[CH:30]=[CH:31][CH:32]=[CH:33][CH:34]=2)[C:25](=[O:26])[N:24]([CH2:3][O:4][CH3:5])[C:23]1=[O:27], predict the reactants needed to synthesize it. The reactants are: CO[CH2:3][O:4][CH3:5].[C:6](CS([O-])(=O)=O)(=[O:8])C.[C:14]1([C:20]2([C:29]3[CH:34]=[CH:33][CH:32]=[CH:31][CH:30]=3)[C:25](=[O:26])[NH:24][C:23](=[O:27])[NH:22][C:21]2=[O:28])[CH:19]=[CH:18][CH:17]=[CH:16][CH:15]=1.[CH:35](N(CC)C(C)C)(C)C. (3) The reactants are: C(N(C(C)C)CC)(C)C.[NH2:10][C:11]1[CH:26]=[CH:25][C:24]([Cl:27])=[CH:23][C:12]=1[C:13]([NH:15][CH2:16][CH:17]1[CH2:22][CH2:21][CH2:20][CH2:19][CH2:18]1)=[O:14].[F:28][C:29]1[C:30]([C:38]([F:41])([F:40])[F:39])=[C:31]([CH:35]=[CH:36][CH:37]=1)[C:32](Cl)=[O:33]. Given the product [Cl:27][C:24]1[CH:25]=[CH:26][C:11]([NH:10][C:32](=[O:33])[C:31]2[CH:35]=[CH:36][CH:37]=[C:29]([F:28])[C:30]=2[C:38]([F:41])([F:39])[F:40])=[C:12]([C:13]([NH:15][CH2:16][CH:17]2[CH2:22][CH2:21][CH2:20][CH2:19][CH2:18]2)=[O:14])[CH:23]=1, predict the reactants needed to synthesize it. (4) Given the product [Cl:1][C:2]1[CH:7]=[CH:6][C:5]([CH:8]([C:22]2[CH:23]=[CH:24][C:25]([F:28])=[CH:26][CH:27]=2)[C:9]2[C:17]3[C:12](=[C:13]([CH2:19][S:20]([CH3:21])=[O:48])[CH:14]=[C:15]([F:18])[CH:16]=3)[NH:11][CH:10]=2)=[CH:4][CH:3]=1, predict the reactants needed to synthesize it. The reactants are: [Cl:1][C:2]1[CH:7]=[CH:6][C:5]([CH:8]([C:22]2[CH:27]=[CH:26][C:25]([F:28])=[CH:24][CH:23]=2)[C:9]2[C:17]3[C:12](=[C:13]([CH2:19][S:20][CH3:21])[CH:14]=[C:15]([F:18])[CH:16]=3)[NH:11][CH:10]=2)=[CH:4][CH:3]=1.ClC1C=CC(C(C2C=CC(Cl)=CC=2)C2C3C(=C(CS(C)=[O:48])C=CC=3)NC=2)=CC=1. (5) Given the product [Cl:23][C:4]1[C:5]([N+:20]([O-:22])=[O:21])=[CH:6][C:7]([O:8][CH2:9][C:10]2[C:15]([O:16][CH3:17])=[CH:14][CH:13]=[C:12]([F:18])[C:11]=2[F:19])=[C:2]([CH2:31][CH2:30][CH2:29][C:28]([O:27][CH2:25][CH3:26])=[O:33])[CH:3]=1, predict the reactants needed to synthesize it. The reactants are: Br[C:2]1[C:7]([O:8][CH2:9][C:10]2[C:15]([O:16][CH3:17])=[CH:14][CH:13]=[C:12]([F:18])[C:11]=2[F:19])=[CH:6][C:5]([N+:20]([O-:22])=[O:21])=[C:4]([Cl:23])[CH:3]=1.[Br-].[CH2:25]([O:27][C:28](=[O:33])[CH2:29][CH2:30][CH2:31][Zn+])[CH3:26].Cl.